This data is from Full USPTO retrosynthesis dataset with 1.9M reactions from patents (1976-2016). The task is: Predict the reactants needed to synthesize the given product. (1) Given the product [C:24]([O:1][C:2]1[C:3]([C:14]([O:16][CH3:17])=[O:15])=[N:4][C:5]([C:9]2[S:10][CH:11]=[CH:12][CH:13]=2)=[N:6][C:7]=1[OH:8])(=[O:31])[C:25]1[CH:30]=[CH:29][CH:28]=[CH:27][CH:26]=1, predict the reactants needed to synthesize it. The reactants are: [OH:1][C:2]1[C:3]([C:14]([O:16][CH3:17])=[O:15])=[N:4][C:5]([C:9]2[S:10][CH:11]=[CH:12][CH:13]=2)=[N:6][C:7]=1[OH:8].N1C=CC=CC=1.[C:24](Cl)(=[O:31])[C:25]1[CH:30]=[CH:29][CH:28]=[CH:27][CH:26]=1.Cl. (2) The reactants are: CC1C=CC(S(O[CH2:12][CH:13]2[O:18][C:17]3[CH:19]=[C:20]([F:23])[CH:21]=[CH:22][C:16]=3[O:15][CH2:14]2)(=O)=O)=CC=1.[NH:24]1[CH2:27][CH2:26][CH2:25]1. Given the product [F:23][C:20]1[CH:21]=[CH:22][C:16]2[O:15][CH2:14][CH:13]([CH2:12][N:24]3[CH2:27][CH2:26][CH2:25]3)[O:18][C:17]=2[CH:19]=1, predict the reactants needed to synthesize it.